This data is from Reaction yield outcomes from USPTO patents with 853,638 reactions. The task is: Predict the reaction yield, written as a fraction of the theoretical maximum amount of product (1.0 means a 100% yield; for example, 0.34 means a 34% yield). (1) The reactants are [C:1]1([CH2:11][NH:12][C:13]2[CH:18]=[CH:17][C:16]([C:19]#[N:20])=[CH:15][C:14]=2[NH2:21])[C:10]2[C:5](=[CH:6][CH:7]=[CH:8][CH:9]=2)[CH:4]=[CH:3][CH:2]=1.C(O[C:25]([S-])=[S:26])C.[K+].C. The catalyst is C(O)C. The product is [C:1]1([CH2:11][N:12]2[C:13]3[CH:18]=[CH:17][C:16]([C:19]#[N:20])=[CH:15][C:14]=3[N:21]=[C:25]2[SH:26])[C:10]2[C:5](=[CH:6][CH:7]=[CH:8][CH:9]=2)[CH:4]=[CH:3][CH:2]=1. The yield is 0.630. (2) The reactants are Br[C:2]1[N:3]=[C:4]([C:23]2[O:24][C:25]([C:28]3[CH:33]=[CH:32][CH:31]=[CH:30][CH:29]=3)=[N:26][N:27]=2)[C:5]([N:8]([C:16]([O:18][C:19]([CH3:22])([CH3:21])[CH3:20])=[O:17])[C:9](=[O:15])[O:10][C:11]([CH3:14])([CH3:13])[CH3:12])=[N:6][CH:7]=1.[CH2:34]1[C:38]2([CH2:42][CH2:41][NH:40][CH2:39]2)[CH2:37][N:36]([C:43]([O:45][C:46]([CH3:49])([CH3:48])[CH3:47])=[O:44])[CH2:35]1.CCN(C(C)C)C(C)C. The catalyst is CN(C=O)C.CCOC(C)=O. The product is [C:11]([O:10][C:9]([N:8]([C:16]([O:18][C:19]([CH3:22])([CH3:21])[CH3:20])=[O:17])[C:5]1[N:6]=[CH:7][C:2]([N:40]2[CH2:41][CH2:42][C:38]3([CH2:34][CH2:35][N:36]([C:43]([O:45][C:46]([CH3:47])([CH3:48])[CH3:49])=[O:44])[CH2:37]3)[CH2:39]2)=[N:3][C:4]=1[C:23]1[O:24][C:25]([C:28]2[CH:33]=[CH:32][CH:31]=[CH:30][CH:29]=2)=[N:26][N:27]=1)=[O:15])([CH3:14])([CH3:13])[CH3:12]. The yield is 0.620. (3) The reactants are [N+:1]([C:4]1[CH:9]=[C:8]([N+:10]([O-:12])=[O:11])[CH:7]=[CH:6][C:5]=1F)([O-:3])=[O:2].[C:14]1([CH:21]=[CH:20][C:18]([OH:19])=[CH:17][CH:16]=1)[OH:15].C(=O)([O-])[O-].[K+].[K+].[Br-].[CH3:29][CH2:30][CH2:31][CH2:32][CH2:33][CH2:34][CH2:35][CH3:36]. The product is [N+:1]([C:4]1[CH:9]=[C:8]([N+:10]([O-:12])=[O:11])[CH:7]=[CH:6][C:5]=1[O:15][C:14]1[CH:21]=[CH:20][C:18]([O:19][CH2:29][CH2:30][CH2:31][CH2:32][CH2:33][CH2:34][CH2:35][CH3:36])=[CH:17][CH:16]=1)([O-:3])=[O:2]. The catalyst is CC(=O)CC. The yield is 0.800. (4) The reactants are Cl[C:2]1[N:3]=[CH:4][C:5]2[C:10]([CH:11]=1)=[CH:9][CH:8]=[C:7]([O:12][CH3:13])[CH:6]=2.[C:14]([C:17]1[CH:22]=[CH:21][C:20](B(O)O)=[C:19]([F:26])[CH:18]=1)([OH:16])=[O:15].C([O-])([O-])=O.[K+].[K+]. The catalyst is COCCOCCO.O.C1C=CC(P(C2C=CC=CC=2)[C-]2C=CC=C2)=CC=1.C1C=CC(P(C2C=CC=CC=2)[C-]2C=CC=C2)=CC=1.Cl[Pd]Cl.[Fe+2]. The product is [F:26][C:19]1[CH:18]=[C:17]([CH:22]=[CH:21][C:20]=1[C:2]1[N:3]=[CH:4][C:5]2[C:10]([CH:11]=1)=[CH:9][CH:8]=[C:7]([O:12][CH3:13])[CH:6]=2)[C:14]([OH:16])=[O:15]. The yield is 0.300. (5) The reactants are [NH2:1][C:2]1[CH:8]=[CH:7][C:5]([OH:6])=[CH:4][C:3]=1[OH:9].C(O[C:13](S)=[S:14])C.[OH-].[K+].Cl. The catalyst is C(O)C.O. The product is [SH:14][C:13]1[O:9][C:3]2[CH:4]=[C:5]([OH:6])[CH:7]=[CH:8][C:2]=2[N:1]=1. The yield is 0.900. (6) The reactants are [CH3:1][CH:2]([CH3:9])[CH2:3][C:4](=O)[CH2:5][C:6]#[N:7].[C:10]1([CH3:18])[CH:15]=[CH:14][C:13]([CH:16]=O)=[CH:12][CH:11]=1.N1CCCCC1.C(O)(=O)C.[NH2:29]/[C:30](/[CH3:36])=[CH:31]\[C:32]([O:34][CH3:35])=[O:33]. The catalyst is C1(C)C=CC=CC=1. The product is [C:6]([C:5]1[CH:16]([C:13]2[CH:14]=[CH:15][C:10]([CH3:18])=[CH:11][CH:12]=2)[C:31]([C:32]([O:34][CH3:35])=[O:33])=[C:30]([CH3:36])[NH:29][C:4]=1[CH2:3][CH:2]([CH3:9])[CH3:1])#[N:7]. The yield is 0.570. (7) The product is [CH3:3][O:4][C:5]1[C:10]2[O:11][CH2:12][C:13]3[C:17]([C:18]([OH:20])=[O:19])=[N:16][NH:15][C:14]=3[C:9]=2[CH:8]=[CH:7][CH:6]=1. The reactants are [OH-].[Na+].[CH3:3][O:4][C:5]1[C:10]2[O:11][CH2:12][C:13]3[C:17]([C:18]([O:20]CC)=[O:19])=[N:16][NH:15][C:14]=3[C:9]=2[CH:8]=[CH:7][CH:6]=1. The catalyst is O.C(O)C. The yield is 0.640. (8) The reactants are Cl.[NH2:2][CH2:3][C:4]1[CH:9]=[CH:8][C:7]([C:10]2[O:14][C:13]([C:15]3[C:20]([F:21])=[CH:19][CH:18]=[CH:17][C:16]=3[F:22])=[N:12][C:11]=2[C:23]([NH2:25])=[O:24])=[CH:6][CH:5]=1.C(N(CC)CC)C.[C:33](Cl)(=[O:40])[C:34]1[CH:39]=[CH:38][CH:37]=[CH:36][CH:35]=1. The catalyst is C(Cl)Cl. The product is [C:33]([NH:2][CH2:3][C:4]1[CH:5]=[CH:6][C:7]([C:10]2[O:14][C:13]([C:15]3[C:16]([F:22])=[CH:17][CH:18]=[CH:19][C:20]=3[F:21])=[N:12][C:11]=2[C:23]([NH2:25])=[O:24])=[CH:8][CH:9]=1)(=[O:40])[C:34]1[CH:39]=[CH:38][CH:37]=[CH:36][CH:35]=1. The yield is 0.360. (9) The reactants are Br[C:2]1[CH:11]=[CH:10][C:9]2[C:4](=[CH:5][CH:6]=[C:7]([O:12][CH:13]3[CH2:18][CH2:17][CH:16]([C:19]([CH3:22])([CH3:21])[CH3:20])[CH2:15][CH2:14]3)[CH:8]=2)[CH:3]=1.C([Li])CCC.CCCCCC.Br[CH2:35][C:36]([O:38][CH2:39][CH3:40])=[O:37]. The catalyst is CCOCC. The product is [CH2:39]([O:38][C:36](=[O:37])[CH2:35][C:2]1[CH:11]=[CH:10][C:9]2[C:4](=[CH:5][CH:6]=[C:7]([O:12][CH:13]3[CH2:18][CH2:17][CH:16]([C:19]([CH3:22])([CH3:21])[CH3:20])[CH2:15][CH2:14]3)[CH:8]=2)[CH:3]=1)[CH3:40]. The yield is 0.220. (10) The reactants are Cl[C:2]([O:4][CH3:5])=[O:3].[C:6]([C:8]1[CH:13]=[CH:12][C:11]([NH:14][C:15]([C:17]2[CH:18]=[C:19]([C:24]3[CH:29]=[CH:28][C:27]([F:30])=[CH:26][C:25]=3[F:31])[CH:20]=[CH:21]C=2O)=[O:16])=[CH:10][CH:9]=1)#[N:7].Cl. The catalyst is O1CCCC1.N1C=CC=CC=1. The product is [F:31][C:25]1[CH:26]=[C:27]([F:30])[CH:28]=[CH:29][C:24]=1[C:19]1[CH:20]=[CH:21][C:5]2[O:4][C:2](=[O:3])[N:14]([C:11]3[CH:10]=[CH:9][C:8]([C:6]#[N:7])=[CH:13][CH:12]=3)[C:15](=[O:16])[C:17]=2[CH:18]=1. The yield is 0.220.